Dataset: Reaction yield outcomes from USPTO patents with 853,638 reactions. Task: Predict the reaction yield, written as a fraction of the theoretical maximum amount of product (1.0 means a 100% yield; for example, 0.34 means a 34% yield). The reactants are FC(F)(F)S(O[C:7]1[CH:12]=[CH:11][C:10]([N:13]2[CH:18]=[C:17]([O:19][CH3:20])[C:16](=[O:21])[C:15]([C:22]3[N:26]([C:27]4[CH:32]=[CH:31][CH:30]=[CH:29][CH:28]=4)[N:25]=[CH:24][CH:23]=3)=[N:14]2)=[C:9]([F:33])[CH:8]=1)(=O)=O.[CH:36]1(B(O)O)[CH2:38][CH2:37]1.[O-]P([O-])([O-])=O.[K+].[K+].[K+].C1(P(C2CCCCC2)C2CCCCC2)CCCCC1. The catalyst is C1(C)C=CC=CC=1.O.C([O-])(O)=O.[Na+].CC([O-])=O.CC([O-])=O.[Pd+2]. The product is [CH:36]1([C:7]2[CH:12]=[CH:11][C:10]([N:13]3[CH:18]=[C:17]([O:19][CH3:20])[C:16](=[O:21])[C:15]([C:22]4[N:26]([C:27]5[CH:32]=[CH:31][CH:30]=[CH:29][CH:28]=5)[N:25]=[CH:24][CH:23]=4)=[N:14]3)=[C:9]([F:33])[CH:8]=2)[CH2:38][CH2:37]1. The yield is 0.640.